Dataset: Forward reaction prediction with 1.9M reactions from USPTO patents (1976-2016). Task: Predict the product of the given reaction. (1) Given the reactants [Cl:1][C:2]1[C:7]2[C:8]([I:11])=[N:9][NH:10][C:6]=2[CH:5]=[CH:4][N:3]=1.[H-].[Na+].[C:14](Cl)([C:27]1[CH:32]=[CH:31][CH:30]=[CH:29][CH:28]=1)([C:21]1[CH:26]=[CH:25][CH:24]=[CH:23][CH:22]=1)[C:15]1[CH:20]=[CH:19][CH:18]=[CH:17][CH:16]=1.O, predict the reaction product. The product is: [Cl:1][C:2]1[C:7]2[C:8]([I:11])=[N:9][N:10]([C:14]([C:15]3[CH:20]=[CH:19][CH:18]=[CH:17][CH:16]=3)([C:27]3[CH:28]=[CH:29][CH:30]=[CH:31][CH:32]=3)[C:21]3[CH:22]=[CH:23][CH:24]=[CH:25][CH:26]=3)[C:6]=2[CH:5]=[CH:4][N:3]=1. (2) The product is: [O:3]=[C:4]1[CH2:11][C:8]2([CH2:9][CH2:10]2)[CH:7]([C:12]([O:14][CH2:15][CH3:16])=[O:13])[CH2:6][CH2:5]1. Given the reactants C[Si](C)(C)[O:3][C:4]1[CH2:11][C:8]2([CH2:10][CH2:9]2)[CH:7]([C:12]([O:14][CH2:15][CH3:16])=[O:13])[CH2:6][CH:5]=1.[F-].[K+], predict the reaction product. (3) Given the reactants [NH:1]1[C:10]2[C:5](=[CH:6][CH:7]=[CH:8]C=2)[CH2:4][CH2:3][CH2:2]1.[Li][CH2:12][CH2:13][CH2:14][CH3:15].C(=O)=O.C([Li])(C)(C)C.[CH3:24][C:25]1(C)[C:29](=O)[CH:28]=[CH:27][C:26]1(C)C, predict the reaction product. The product is: [CH3:15][C:14]1[C:26]([CH3:27])=[C:25]([CH3:24])[CH:29]([CH3:28])[C:13]=1[C:12]1[CH:8]=[CH:7][CH:6]=[C:5]2[C:10]=1[NH:1][CH2:2][CH2:3][CH2:4]2.